Regression/Classification. Given a drug SMILES string, predict its toxicity properties. Task type varies by dataset: regression for continuous values (e.g., LD50, hERG inhibition percentage) or binary classification for toxic/non-toxic outcomes (e.g., AMES mutagenicity, cardiotoxicity, hepatotoxicity). Dataset: herg_karim. From a dataset of hERG potassium channel inhibition data for cardiac toxicity prediction from Karim et al.. (1) The drug is O=C(Nc1ccccc1)N1N=C(c2ccc(Br)cc2)CC1c1ccc(F)cc1. The result is 0 (non-blocker). (2) The compound is Cc1nc2c(=O)n(CC3(c4ccccc4)CC3)ccn2c1Br. The result is 0 (non-blocker).